Dataset: Catalyst prediction with 721,799 reactions and 888 catalyst types from USPTO. Task: Predict which catalyst facilitates the given reaction. (1) Reactant: [F:1][C:2]1[CH:3]=[C:4]([C:8]2[CH:16]=[CH:15][CH:14]=[C:13]3[C:9]=2[CH2:10][C:11](=[O:17])[NH:12]3)[CH:5]=[CH:6][CH:7]=1.[N:18]1([CH2:23][CH2:24][NH:25][C:26]([C:28]2[C:32]([CH3:33])=[C:31]([CH:34]=O)[NH:30][C:29]=2[CH3:36])=[O:27])[CH:22]=[CH:21][N:20]=[N:19]1. Product: [N:18]1([CH2:23][CH2:24][NH:25][C:26]([C:28]2[C:32]([CH3:33])=[C:31]([CH:34]=[C:10]3[C:9]4[C:13](=[CH:14][CH:15]=[CH:16][C:8]=4[C:4]4[CH:5]=[CH:6][CH:7]=[C:2]([F:1])[CH:3]=4)[NH:12][C:11]3=[O:17])[NH:30][C:29]=2[CH3:36])=[O:27])[CH:22]=[CH:21][N:20]=[N:19]1. The catalyst class is: 360. (2) Reactant: [C:1]([C:3]1[N:4]=[C:5]([O:13][CH2:14][C@H:15]2[CH2:19][CH2:18][CH2:17][N:16]2[C:20]([O:22][C:23]([CH3:26])([CH3:25])[CH3:24])=[O:21])[C:6]2[C:11]([CH:12]=1)=[CH:10][CH:9]=[CH:8][CH:7]=2)#[N:2].CN1C(=O)CCC1.[NH:34]([C:36](OCC)=[O:37])[NH2:35]. Product: [O:37]=[C:36]1[NH:34][N:35]=[C:1]([C:3]2[N:4]=[C:5]([O:13][CH2:14][C@H:15]3[CH2:19][CH2:18][CH2:17][N:16]3[C:20]([O:22][C:23]([CH3:26])([CH3:25])[CH3:24])=[O:21])[C:6]3[C:11]([CH:12]=2)=[CH:10][CH:9]=[CH:8][CH:7]=3)[NH:2]1. The catalyst class is: 25. (3) Reactant: [CH:1]1([C:4]2[NH:8][C:7]3[CH:9]=[C:10]([C:17]4[C:18]([CH3:23])=[N:19][O:20][C:21]=4[CH3:22])[CH:11]=[C:12]([C:13]([O:15]C)=O)[C:6]=3[N:5]=2)[CH2:3][CH2:2]1.[C:24]([Mg]Cl)([CH3:27])([CH3:26])[CH3:25]. Product: [CH:1]1([C:4]2[NH:8][C:7]3[CH:9]=[C:10]([C:17]4[C:18]([CH3:23])=[N:19][O:20][C:21]=4[CH3:22])[CH:11]=[C:12]([C:13](=[O:15])[C:24]([CH3:27])([CH3:26])[CH3:25])[C:6]=3[N:5]=2)[CH2:3][CH2:2]1. The catalyst class is: 1. (4) Reactant: FC(F)(F)C(O)=O.[Cl:8][C:9]1[CH:10]=[C:11]([CH:40]=[CH:41][C:42]=1[NH:43][C:44]([NH:46][CH:47]1[CH2:49][CH2:48]1)=[O:45])[O:12][C:13]1[C:22]2[C:17](=[CH:18][C:19]([O:25][CH2:26][CH:27]3[CH2:32][CH2:31][N:30](C(OC(C)(C)C)=O)[CH2:29][CH2:28]3)=[C:20]([C:23]#[N:24])[CH:21]=2)[N:16]=[CH:15][CH:14]=1.C(=O)(O)[O-].[Na+].C(OCC)(=O)C. Product: [Cl:8][C:9]1[CH:10]=[C:11]([O:12][C:13]2[C:22]3[C:17](=[CH:18][C:19]([O:25][CH2:26][CH:27]4[CH2:28][CH2:29][NH:30][CH2:31][CH2:32]4)=[C:20]([C:23]#[N:24])[CH:21]=3)[N:16]=[CH:15][CH:14]=2)[CH:40]=[CH:41][C:42]=1[NH:43][C:44]([NH:46][CH:47]1[CH2:49][CH2:48]1)=[O:45]. The catalyst class is: 6. (5) Reactant: [CH3:1][C:2]1[N:6]([C:7]2[CH:12]=[CH:11][CH:10]=[CH:9][N:8]=2)[C:5]2[CH:13]=[CH:14][CH:15]=[CH:16][C:4]=2[N:3]=1.[N:17]1[CH:22]=[CH:21][C:20]([CH:23]=O)=[CH:19][CH:18]=1.Cl.Cl.N1C=CC=CC=1N1C2C=CC=CC=2N=C1/C=C/C1C=CC=CN=1.[C:50]([OH:55])(=[O:54])[C:51]([OH:53])=[O:52]. Product: [C:50]([OH:55])(=[O:54])[C:51]([OH:53])=[O:52].[N:8]1[CH:9]=[CH:10][CH:11]=[CH:12][C:7]=1[N:6]1[C:5]2[CH:13]=[CH:14][CH:15]=[CH:16][C:4]=2[N:3]=[C:2]1/[CH:1]=[CH:23]/[C:20]1[CH:21]=[CH:22][N:17]=[CH:18][CH:19]=1. The catalyst class is: 5. (6) Reactant: [Cl:1][C:2]1[N:3]([CH2:9][C:10]2[S:25][C:13]3[N:14]([CH2:21][CH:22]([CH3:24])[CH3:23])[C:15](=[O:20])[N:16]([CH3:19])[C:17](=[O:18])[C:12]=3[C:11]=2[C:26]([N:28]2[CH2:32][CH:31]([O:33][Si](C(C)(C)C)(C)C)[CH2:30][O:29]2)=[O:27])[C:4](=[O:8])[S:5][C:6]=1[Cl:7].C(O)(=O)C.[F-].C([N+](CCCC)(CCCC)CCCC)CCC.C(=O)(O)[O-].[Na+]. Product: [Cl:1][C:2]1[N:3]([CH2:9][C:10]2[S:25][C:13]3[N:14]([CH2:21][CH:22]([CH3:24])[CH3:23])[C:15](=[O:20])[N:16]([CH3:19])[C:17](=[O:18])[C:12]=3[C:11]=2[C:26]([N:28]2[CH2:32][CH:31]([OH:33])[CH2:30][O:29]2)=[O:27])[C:4](=[O:8])[S:5][C:6]=1[Cl:7]. The catalyst class is: 1. (7) Product: [I:1][C:2]1[C:3]2[CH2:13][C:12]3[C:7](=[CH:8][CH:9]=[C:10]([C:14]([N:50]4[CH2:55][CH2:54][O:53][CH2:52][CH2:51]4)=[O:16])[CH:11]=3)[C:4]=2[NH:5][N:6]=1. The catalyst class is: 31. Reactant: [I:1][C:2]1[C:3]2[CH2:13][C:12]3[C:7](=[CH:8][CH:9]=[C:10]([C:14]([OH:16])=O)[CH:11]=3)[C:4]=2[NH:5][N:6]=1.C1CN([P+](ON2N=NC3C=CC=CC2=3)(N2CCCC2)N2CCCC2)CC1.F[P-](F)(F)(F)(F)F.[NH:50]1[CH2:55][CH2:54][O:53][CH2:52][CH2:51]1.C(N(C(C)C)CC)(C)C.